Dataset: Reaction yield outcomes from USPTO patents with 853,638 reactions. Task: Predict the reaction yield, written as a fraction of the theoretical maximum amount of product (1.0 means a 100% yield; for example, 0.34 means a 34% yield). (1) The reactants are [CH3:1][NH:2][C:3]1[CH:8]=[CH:7][N:6]=[C:5]([NH2:9])[CH:4]=1.Br[CH2:11][C:12]([C:14]1[CH:19]=[CH:18][C:17]([CH3:20])=[C:16]([CH3:21])[CH:15]=1)=O. No catalyst specified. The product is [CH3:21][C:16]1[CH:15]=[C:14]([C:12]2[N:9]=[C:5]3[CH:4]=[C:3]([NH:2][CH3:1])[CH:8]=[CH:7][N:6]3[CH:11]=2)[CH:19]=[CH:18][C:17]=1[CH3:20]. The yield is 0.650. (2) The reactants are [H-].[Na+].[CH3:3][C:4]1[CH:5]=[C:6]([OH:19])[CH:7]=[CH:8][C:9]=1[CH2:10][CH2:11][CH2:12][CH2:13][N:14]1[CH:18]=[CH:17][N:16]=[N:15]1.Cl[CH2:21][C:22]1[CH:27]=[CH:26][C:25]([C:28]2[CH:33]=[CH:32][C:31]([C:34]([F:37])([F:36])[F:35])=[CH:30][CH:29]=2)=[CH:24][N:23]=1.O. The catalyst is CN(C)C=O. The product is [CH3:3][C:4]1[CH:5]=[C:6]([CH:7]=[CH:8][C:9]=1[CH2:10][CH2:11][CH2:12][CH2:13][N:14]1[CH:18]=[CH:17][N:16]=[N:15]1)[O:19][CH2:21][C:22]1[CH:27]=[CH:26][C:25]([C:28]2[CH:33]=[CH:32][C:31]([C:34]([F:36])([F:35])[F:37])=[CH:30][CH:29]=2)=[CH:24][N:23]=1. The yield is 0.700. (3) The reactants are [N:1]1[CH:6]=[C:5]([CH2:7][NH2:8])[CH:4]=[N:3][CH:2]=1.C[Al](C)C.[Cl:13][C:14]1[CH:15]=[C:16]([CH:21]([C:36]([F:39])([F:38])[F:37])/[CH:22]=[CH:23]/[C:24]2[CH:34]=[CH:33][C:27]([C:28](OCC)=[O:29])=[C:26]([CH3:35])[CH:25]=2)[CH:17]=[C:18]([Cl:20])[CH:19]=1. The catalyst is C(Cl)Cl. The product is [Cl:13][C:14]1[CH:15]=[C:16]([CH:21]([C:36]([F:39])([F:37])[F:38])/[CH:22]=[CH:23]/[C:24]2[CH:34]=[CH:33][C:27]([C:28]([NH:8][CH2:7][C:5]3[CH:6]=[N:1][CH:2]=[N:3][CH:4]=3)=[O:29])=[C:26]([CH3:35])[CH:25]=2)[CH:17]=[C:18]([Cl:20])[CH:19]=1. The yield is 0.550. (4) The reactants are Br[C:2]1[CH:3]=[C:4]([S:8]([NH:11][C:12]2[CH:21]=[CH:20][C:15]([C:16]([O:18][CH3:19])=[O:17])=[C:14]([OH:22])[CH:13]=2)(=[O:10])=[O:9])[S:5][C:6]=1[Cl:7].[CH2:23]1[O:31][C:30]2[CH:29]=[CH:28][C:27](B(O)O)=[CH:26][C:25]=2[O:24]1. No catalyst specified. The product is [O:24]1[C:25]2[CH:26]=[CH:27][C:28]([C:2]3[CH:3]=[C:4]([S:8]([NH:11][C:12]4[CH:21]=[CH:20][C:15]([C:16]([O:18][CH3:19])=[O:17])=[C:14]([OH:22])[CH:13]=4)(=[O:10])=[O:9])[S:5][C:6]=3[Cl:7])=[CH:29][C:30]=2[O:31][CH2:23]1. The yield is 0.360. (5) The reactants are [CH3:1][C:2]([C@@H:4]1[C@@:8]2([CH3:23])[CH2:9][CH2:10][C@@H:11]3[C@@:16]4([CH3:22])[CH2:17][CH2:18][C@H:19]([OH:21])[CH2:20][C:15]4=[CH:14][CH2:13][C@H:12]3[C@@H:7]2[CH2:6][CH2:5]1)=O.Cl.[O:25]([NH2:27])[CH3:26].N1C=CC=CC=1. The catalyst is O. The product is [CH3:26][O:25]/[N:27]=[C:2](/[C@@H:4]1[C@:8]2([CH3:23])[C@H:7]([C@H:12]3[C@H:11]([CH2:10][CH2:9]2)[C@:16]2([CH3:22])[C:15]([CH2:20][C@@H:19]([OH:21])[CH2:18][CH2:17]2)=[CH:14][CH2:13]3)[CH2:6][CH2:5]1)\[CH3:1]. The yield is 0.870. (6) The reactants are Cl.[Cl:2][C:3]1[CH:8]=[C:7]([C:9]2[CH:14]=[CH:13][CH:12]=[C:11]([Cl:15])[CH:10]=2)[N:6]=[C:5]2[CH2:16][CH2:17][CH2:18][C:4]=12.[NH2:19][CH:20]1[CH2:25][CH2:24][CH:23]([CH2:26][CH2:27][OH:28])[CH2:22][CH2:21]1. No catalyst specified. The product is [ClH:2].[Cl:15][C:11]1[CH:10]=[C:9]([C:7]2[N:6]=[C:5]3[CH2:16][CH2:17][CH2:18][C:4]3=[C:3]([NH:19][C@H:20]3[CH2:25][CH2:24][C@H:23]([CH2:26][CH2:27][OH:28])[CH2:22][CH2:21]3)[CH:8]=2)[CH:14]=[CH:13][CH:12]=1. The yield is 0.0400.